From a dataset of Forward reaction prediction with 1.9M reactions from USPTO patents (1976-2016). Predict the product of the given reaction. Given the reactants [C:1]1([CH3:24])[CH:6]=[CH:5][C:4]([C:7]2[N:8]=[C:9]3[CH:14]=[CH:13][C:12]([C:15]4[CH:16]=[C:17]([CH2:21][OH:22])[CH:18]=[CH:19][CH:20]=4)=[CH:11][N:10]3[CH:23]=2)=[CH:3][CH:2]=1.[Cl:25][C:26]1[CH:31]=[CH:30][C:29](O)=[CH:28][CH:27]=1.C(P(CCCC)CCCC)CCC.N(C(N1CCCCC1)=O)=NC(N1CCCCC1)=O, predict the reaction product. The product is: [Cl:25][C:26]1[CH:31]=[CH:30][C:29]([O:22][CH2:21][C:17]2[CH:16]=[C:15]([C:12]3[CH:13]=[CH:14][C:9]4[N:10]([CH:23]=[C:7]([C:4]5[CH:3]=[CH:2][C:1]([CH3:24])=[CH:6][CH:5]=5)[N:8]=4)[CH:11]=3)[CH:20]=[CH:19][CH:18]=2)=[CH:28][CH:27]=1.